Predict which catalyst facilitates the given reaction. From a dataset of Catalyst prediction with 721,799 reactions and 888 catalyst types from USPTO. (1) Product: [F:9][C:2]([F:1])([F:10])[CH2:3][CH2:4][CH2:5][C:6]([N:59]1[CH2:58][CH2:57][CH:56]([C:54]2[O:53][N:52]=[C:51]([C:48]3[CH:49]=[CH:50][C:45]([S:42]([CH3:41])(=[O:43])=[O:44])=[CH:46][CH:47]=3)[N:55]=2)[CH2:61][CH2:60]1)=[O:8]. Reactant: [F:1][C:2]([F:10])([F:9])[CH2:3][CH2:4][CH2:5][C:6]([OH:8])=O.CCN=C=NCCCN(C)C.C1C=CC2N(O)N=NC=2C=1.C(N(C(C)C)CC)(C)C.[CH3:41][S:42]([C:45]1[CH:50]=[CH:49][C:48]([C:51]2[N:55]=[C:54]([CH:56]3[CH2:61][CH2:60][NH:59][CH2:58][CH2:57]3)[O:53][N:52]=2)=[CH:47][CH:46]=1)(=[O:44])=[O:43]. The catalyst class is: 3. (2) Reactant: C(OC(=O)[NH:7][CH2:8][CH2:9][CH2:10][NH:11][C:12]1[C:17]([CH:18]2[CH2:20][CH2:19]2)=[CH:16][N:15]=[C:14]([NH:21][C:22]2[CH:27]=[CH:26][CH:25]=[C:24]([NH:28][C:29](=[O:31])[CH3:30])[CH:23]=2)[N:13]=1)(C)(C)C.[ClH:33]. Product: [ClH:33].[ClH:33].[NH2:7][CH2:8][CH2:9][CH2:10][NH:11][C:12]1[C:17]([CH:18]2[CH2:19][CH2:20]2)=[CH:16][N:15]=[C:14]([NH:21][C:22]2[CH:23]=[C:24]([NH:28][C:29](=[O:31])[CH3:30])[CH:25]=[CH:26][CH:27]=2)[N:13]=1. The catalyst class is: 12.